Dataset: Forward reaction prediction with 1.9M reactions from USPTO patents (1976-2016). Task: Predict the product of the given reaction. (1) Given the reactants [CH2:1]([S:8][C:9]1[CH:14]=[CH:13][C:12]([NH:15][C:16]2[C:21]([O:22][CH3:23])=[CH:20][C:19]([C:24]3[CH:29]=[CH:28][C:27]([Cl:30])=[C:26]([CH3:31])[CH:25]=3)=[C:18]([F:32])[CH:17]=2)=[C:11]([N+:33]([O-])=O)[CH:10]=1)[C:2]1[CH:7]=[CH:6][CH:5]=[CH:4][CH:3]=1.C(O)(=O)C, predict the reaction product. The product is: [CH2:1]([S:8][C:9]1[CH:10]=[C:11]([NH2:33])[C:12]([NH:15][C:16]2[C:21]([O:22][CH3:23])=[CH:20][C:19]([C:24]3[CH:29]=[CH:28][C:27]([Cl:30])=[C:26]([CH3:31])[CH:25]=3)=[C:18]([F:32])[CH:17]=2)=[CH:13][CH:14]=1)[C:2]1[CH:7]=[CH:6][CH:5]=[CH:4][CH:3]=1. (2) Given the reactants [C:1]([CH2:4][N:5]([CH2:10][CH2:11][N:12]([CH2:26][C:27]([OH:29])=[O:28])[CH2:13][CH2:14][N:15]([CH2:20][C:21]([O:23][CH2:24][CH3:25])=[O:22])[CH2:16][C:17]([OH:19])=[O:18])[CH2:6][C:7]([OH:9])=O)([OH:3])=[O:2].N1C=CC=CC=1, predict the reaction product. The product is: [O:9]=[C:7]1[CH2:6][N:5]([CH2:10][CH2:11][N:12]([CH2:13][CH2:14][N:15]([CH2:20][C:21]([O:23][CH2:24][CH3:25])=[O:22])[CH2:16][C:17]([OH:19])=[O:18])[CH2:26][C:27]([OH:29])=[O:28])[CH2:4][C:1](=[O:2])[O:3]1. (3) Given the reactants [CH3:1][C:2]1[C:7]([CH2:8][C:9]2[CH:14]=[CH:13][CH:12]=[CH:11][CH:10]=2)=[C:6]([CH3:15])[NH:5][C:4](=[O:16])[CH:3]=1.[Br:17]Br.N#N, predict the reaction product. The product is: [CH3:1][C:2]1[C:7]([CH2:8][C:9]2[CH:14]=[CH:13][CH:12]=[CH:11][CH:10]=2)=[C:6]([CH3:15])[NH:5][C:4](=[O:16])[C:3]=1[Br:17]. (4) The product is: [Cl:19][C:15]1[N:14]=[C:13]([CH2:5][C:6]2[CH:11]=[CH:10][C:9]([F:12])=[CH:8][CH:7]=2)[CH:18]=[CH:17][N:16]=1. Given the reactants COC(=O)C[CH:5]([C:13]1[CH:18]=[CH:17][N:16]=[C:15]([Cl:19])[N:14]=1)[C:6]1[CH:11]=[CH:10][C:9]([F:12])=[CH:8][CH:7]=1.C[Si]([N-][Si](C)(C)C)(C)C.[Na+].BrCC(OC)=O, predict the reaction product.